This data is from Forward reaction prediction with 1.9M reactions from USPTO patents (1976-2016). The task is: Predict the product of the given reaction. (1) Given the reactants C([O:3][P:4]([CH2:9][NH:10][C:11]([C:13]1[CH:22]=[CH:21][C:20]2[C:15](=[C:16]([C:23]3[C:32]4[C:27](=[CH:28][CH:29]=[CH:30][CH:31]=4)[CH:26]=[CH:25][CH:24]=3)[CH:17]=[CH:18][CH:19]=2)[N:14]=1)=[O:12])(=[O:8])[O:5]CC)C.Br[Si](C)(C)C, predict the reaction product. The product is: [C:23]1([C:16]2[CH:17]=[CH:18][CH:19]=[C:20]3[C:15]=2[N:14]=[C:13]([C:11]([NH:10][CH2:9][P:4](=[O:3])([OH:5])[OH:8])=[O:12])[CH:22]=[CH:21]3)[C:32]2[C:27](=[CH:28][CH:29]=[CH:30][CH:31]=2)[CH:26]=[CH:25][CH:24]=1. (2) Given the reactants Br[C:2]1[CH:3]=[C:4]([C:8]2[C:17]3[C:12](=[CH:13][C:14]([Cl:19])=[C:15]([CH3:18])[CH:16]=3)[O:11][C:10](=[O:20])[C:9]=2[CH2:21][C:22]([NH:24][C:25]2[CH:30]=[CH:29][C:28]([Cl:31])=[CH:27][C:26]=2[C:32]([F:35])([F:34])[F:33])=[O:23])[CH:5]=[CH:6][CH:7]=1.[C:36]([O:40][CH3:41])(=[O:39])[CH:37]=[CH2:38].C(N(CC)CC)C.C1(P(C2C=CC=CC=2)C2C=CC=CC=2)C=CC=CC=1, predict the reaction product. The product is: [Cl:19][C:14]1[CH:13]=[C:12]2[C:17]([C:8]([C:4]3[CH:3]=[C:2](/[CH:38]=[CH:37]/[C:36]([O:40][CH3:41])=[O:39])[CH:7]=[CH:6][CH:5]=3)=[C:9]([CH2:21][C:22]([NH:24][C:25]3[CH:30]=[CH:29][C:28]([Cl:31])=[CH:27][C:26]=3[C:32]([F:34])([F:35])[F:33])=[O:23])[C:10](=[O:20])[O:11]2)=[CH:16][C:15]=1[CH3:18]. (3) Given the reactants [CH3:1][O:2][C:3](=[O:12])[C:4]1[CH:9]=[CH:8][C:7]([Br:10])=[CH:6][C:5]=1[CH3:11].[Br:13]N1C(=O)CCC1=O.C(OOC(=O)C1C=CC=CC=1)(=O)C1C=CC=CC=1, predict the reaction product. The product is: [CH3:1][O:2][C:3](=[O:12])[C:4]1[CH:9]=[CH:8][C:7]([Br:10])=[CH:6][C:5]=1[CH2:11][Br:13]. (4) Given the reactants [F:1][C:2]([F:9])([F:8])[C:3]([O:5]CC)=O.[Na].[Cl:11][C:12]1[CH:17]=[CH:16][C:15]([CH2:18][C:19]([O:21][CH3:22])=[O:20])=[CH:14][C:13]=1[O:23][CH3:24].Cl, predict the reaction product. The product is: [Cl:11][C:12]1[CH:17]=[CH:16][C:15]([CH:18]([C:3](=[O:5])[C:2]([F:1])([F:8])[F:9])[C:19]([O:21][CH3:22])=[O:20])=[CH:14][C:13]=1[O:23][CH3:24]. (5) The product is: [CH:10]1([CH:7]([C:6]2[CH:5]=[C:4]([CH3:9])[S:3][C:2]=2[CH3:1])[OH:8])[CH2:15][CH2:14][CH2:13][CH2:12][CH2:11]1. Given the reactants [CH3:1][C:2]1[S:3][C:4]([CH3:9])=[CH:5][C:6]=1[CH:7]=[O:8].[CH:10]1([Mg]Br)[CH2:15][CH2:14][CH2:13][CH2:12][CH2:11]1.O1CCCC1.[Cl-].[NH4+], predict the reaction product.